This data is from Experimentally validated miRNA-target interactions with 360,000+ pairs, plus equal number of negative samples. The task is: Binary Classification. Given a miRNA mature sequence and a target amino acid sequence, predict their likelihood of interaction. The miRNA is mmu-miR-187-3p with sequence UCGUGUCUUGUGUUGCAGCCGG. The protein sequence of the target gene is MSEVTRSLLQRWGASLRRGADFDSWGQLVEAIDEYQILARHLQKEAQAQHNNSEFTEEQKKTIGKIATCLELRSAALQSTQSQEEFKLEDLKKLEPILKNILTYNKEFPFDVQPIPLRRILAPGEEENLEFEEDEEGGAGAGPPDSFSARVPGTLLPRLPSEPGMTLLTIRIEKIGLKDAGQCIDPYITVSVKDLNGIDLTPVQDTPVASRKEDTYVHFNVDIELQKHVERLTKGAAIFFEFKHYKPKKRFTSTKCFAFMEMDEIKPGPIVIELYKKPTDFKRKKLQLLTKKPLYLHLHQ.... Result: 0 (no interaction).